Dataset: CYP3A4 inhibition data for predicting drug metabolism from PubChem BioAssay. Task: Regression/Classification. Given a drug SMILES string, predict its absorption, distribution, metabolism, or excretion properties. Task type varies by dataset: regression for continuous measurements (e.g., permeability, clearance, half-life) or binary classification for categorical outcomes (e.g., BBB penetration, CYP inhibition). Dataset: cyp3a4_veith. (1) The molecule is COC(=O)Sc1nnc(-c2ccc(Br)cc2)o1. The result is 0 (non-inhibitor). (2) The molecule is CCC/C=C(\CCC)C(NP(=O)(c1ccccc1)c1ccccc1)c1ccc(-c2ccccc2)cc1. The result is 1 (inhibitor). (3) The molecule is O=C1CSC(=S)N1/N=C\c1ccc(Cl)c([N+](=O)[O-])c1. The result is 0 (non-inhibitor). (4) The compound is O=C(O)CC1(CC(=O)O)Nc2ccccc2SC1=O. The result is 0 (non-inhibitor). (5) The molecule is Cc1ccc(C(=O)N2c3ccccc3N(Cc3ccccc3)C(=O)C2(C)C)cc1. The result is 1 (inhibitor).